This data is from Full USPTO retrosynthesis dataset with 1.9M reactions from patents (1976-2016). The task is: Predict the reactants needed to synthesize the given product. Given the product [CH2:1]([O:3][C:4]([C:6]1[C:7]([OH:25])=[C:8]2[C:14]([Br:15])=[C:13]([Br:16])[N:12]([CH2:17][C:18]3[CH:23]=[CH:22][CH:21]=[C:20]([O:28][CH3:26])[CH:19]=3)[C:9]2=[CH:10][N:11]=1)=[O:5])[CH3:2], predict the reactants needed to synthesize it. The reactants are: [CH2:1]([O:3][C:4]([C:6]1[C:7]([OH:25])=[C:8]2[C:14]([Br:15])=[C:13]([Br:16])[N:12]([CH2:17][C:18]3[CH:23]=[CH:22][C:21](F)=[CH:20][CH:19]=3)[C:9]2=[CH:10][N:11]=1)=[O:5])[CH3:2].[CH2:26]([O:28]C(C1C=CNC=1C)=O)C.COC1C=C(C=CC=1)CCl.